Predict the reactants needed to synthesize the given product. From a dataset of Full USPTO retrosynthesis dataset with 1.9M reactions from patents (1976-2016). (1) Given the product [NH:5]([C:6]1[N:11]=[C:10]([C:12]2[N:16]([CH3:21])[C:15]([CH3:17])=[N:14][CH:13]=2)[CH:9]=[CH:8][N:7]=1)[C:4]1[CH:18]=[CH:19][CH:20]=[CH:2][CH:3]=1, predict the reactants needed to synthesize it. The reactants are: Cl[C:2]1[CH:3]=[C:4]([CH:18]=[CH:19][CH:20]=1)[NH:5][C:6]1[N:11]=[C:10]([C:12]2[NH:16][C:15]([CH3:17])=[N:14][CH:13]=2)[CH:9]=[CH:8][N:7]=1.[C:21](=O)(O)O.C1(NC(N)=N)C=CC=CC=1. (2) Given the product [CH2:1]([C:3]1[CH2:4][CH:5]([CH2:9][C:10]2[NH:11][C:12](=[O:17])[NH:13][CH:14]=2)[CH2:6][CH2:7][CH:8]=1)[CH3:2], predict the reactants needed to synthesize it. The reactants are: [CH:1]([C:3]1[CH2:4][CH:5]([CH2:9][C:10]2[N:11]=[CH:12][NH:13][CH:14]=2)[CH2:6][CH2:7][CH:8]=1)=[CH2:2].NN.[OH2:17].OO. (3) Given the product [CH3:39][O:38][C:34]1[N:33]=[C:32]([C:9]2[CH:10]=[N:11][N:12]3[CH:17]=[CH:16][C:15]([N:18]4[CH2:19][CH2:20][N:21]([C:24]([O:26][CH:27]([CH3:29])[CH3:28])=[O:25])[CH2:22][CH2:23]4)=[N:14][C:13]=23)[CH:37]=[CH:36][CH:35]=1, predict the reactants needed to synthesize it. The reactants are: CC1(C)C(C)(C)OB([C:9]2[CH:10]=[N:11][N:12]3[CH:17]=[CH:16][C:15]([N:18]4[CH2:23][CH2:22][N:21]([C:24]([O:26][CH:27]([CH3:29])[CH3:28])=[O:25])[CH2:20][CH2:19]4)=[N:14][C:13]=23)O1.Br[C:32]1[CH:37]=[CH:36][CH:35]=[C:34]([O:38][CH3:39])[N:33]=1.C([O-])([O-])=O.[K+].[K+].COCCOC. (4) Given the product [Cl:30][C:9]1[S:10][C:11]([C:18]([O:20][CH2:21][CH3:22])=[O:19])=[C:12]([C:14](=[O:17])[CH2:15][CH3:16])[N:13]=1, predict the reactants needed to synthesize it. The reactants are: C(OC(N(C(OC(C)(C)C)=O)[C:9]1[S:10][C:11]([C:18]([O:20][CH2:21][CH3:22])=[O:19])=[C:12]([C:14](=[O:17])[CH2:15][CH3:16])[N:13]=1)=O)(C)(C)C.[ClH:30].C(OCC)(=O)C.N(OC(C)(C)C)=O. (5) The reactants are: Br[C:2]1[CH:3]=[C:4]([C:16]([NH:18][CH2:19][C:20]2[C:21](=[O:28])[NH:22][C:23]([CH3:27])=[CH:24][C:25]=2[CH3:26])=[O:17])[C:5]2[C:6]([CH3:15])=[CH:7][N:8]([C@H:11]([CH2:13][CH3:14])[CH3:12])[C:9]=2[CH:10]=1.C(=O)([O-])[O-].[Cs+].[Cs+].[CH3:35][N:36]([CH:38]=O)[CH3:37].O. Given the product [CH3:35][N:36]([CH2:38][C:2]1[CH:10]=[C:9]([C:2]2[CH:3]=[C:4]([C:16]([NH:18][CH2:19][C:20]3[C:21](=[O:28])[NH:22][C:23]([CH3:27])=[CH:24][C:25]=3[CH3:26])=[O:17])[C:5]3[C:6]([CH3:15])=[CH:7][N:8]([C@@H:11]([CH3:12])[CH2:13][CH3:14])[C:9]=3[CH:10]=2)[CH:5]=[CH:4][CH:3]=1)[CH3:37], predict the reactants needed to synthesize it. (6) Given the product [C:9]([O:13][C:14]([N:16]1[CH2:19][CH2:18][C@H:17]1[CH2:20][O:8][C:4]1[CH:5]=[N:6][CH:7]=[C:2]([Br:1])[CH:3]=1)=[O:15])([CH3:12])([CH3:10])[CH3:11], predict the reactants needed to synthesize it. The reactants are: [Br:1][C:2]1[CH:3]=[C:4]([OH:8])[CH:5]=[N:6][CH:7]=1.[C:9]([O:13][C:14]([N:16]1[CH2:19][CH2:18][C@H:17]1[CH2:20]O)=[O:15])([CH3:12])([CH3:11])[CH3:10].C1C(COC(/N=N\C(OCC2C=CC(Cl)=CC=2)=O)=O)=CC=C(Cl)C=1.C1(P(C2C=CC=CC=2)C2C=CC=CC=2)C=CC=CC=1. (7) Given the product [CH3:7][N:8]1[C:13](=[O:14])[C:12]2[C:15]([C:25]([N:34]([CH3:35])[CH3:33])=[O:27])=[C:16]([CH2:18][C:19]3[CH:24]=[CH:23][CH:22]=[CH:21][CH:20]=3)[S:17][C:11]=2[N:10]([CH2:28][CH:29]([CH3:30])[CH3:31])[C:9]1=[O:32], predict the reactants needed to synthesize it. The reactants are: C(Cl)(=O)C(Cl)=O.[CH3:7][N:8]1[C:13](=[O:14])[C:12]2[C:15]([C:25]([OH:27])=O)=[C:16]([CH2:18][C:19]3[CH:24]=[CH:23][CH:22]=[CH:21][CH:20]=3)[S:17][C:11]=2[N:10]([CH2:28][CH:29]([CH3:31])[CH3:30])[C:9]1=[O:32].[CH3:33][N:34](C)[CH:35]=O.